From a dataset of Forward reaction prediction with 1.9M reactions from USPTO patents (1976-2016). Predict the product of the given reaction. Given the reactants [H-].[Na+].[CH3:3][C:4]([CH3:8])([CH3:7])[CH2:5][OH:6].Cl[C:10]1[N:15]=[C:14]2[N:16]([CH2:19][C:20]3[CH:25]=[CH:24][CH:23]=[CH:22][C:21]=3[C:26]([F:29])([F:28])[F:27])[N:17]=[CH:18][C:13]2=[C:12]([N:30]2[CH2:34][CH2:33][C:32]([F:36])([F:35])[CH2:31]2)[N:11]=1.CCOC(C)=O, predict the reaction product. The product is: [F:36][C:32]1([F:35])[CH2:33][CH2:34][N:30]([C:12]2[N:11]=[C:10]([O:6][CH2:5][C:4]([CH3:8])([CH3:7])[CH3:3])[N:15]=[C:14]3[N:16]([CH2:19][C:20]4[CH:25]=[CH:24][CH:23]=[CH:22][C:21]=4[C:26]([F:28])([F:29])[F:27])[N:17]=[CH:18][C:13]=23)[CH2:31]1.